Dataset: Peptide-MHC class II binding affinity with 134,281 pairs from IEDB. Task: Regression. Given a peptide amino acid sequence and an MHC pseudo amino acid sequence, predict their binding affinity value. This is MHC class II binding data. (1) The peptide sequence is LGVLLLIGCWYCRRRNGYR. The MHC is DRB1_0405 with pseudo-sequence DRB1_0405. The binding affinity (normalized) is 0.398. (2) The peptide sequence is KTDCTKEVEEAWASA. The MHC is HLA-DPA10301-DPB10402 with pseudo-sequence HLA-DPA10301-DPB10402. The binding affinity (normalized) is 0. (3) The peptide sequence is HDYEGLSYRSLQPET. The MHC is HLA-DPA10103-DPB10301 with pseudo-sequence HLA-DPA10103-DPB10301. The binding affinity (normalized) is 0.0368.